From a dataset of Full USPTO retrosynthesis dataset with 1.9M reactions from patents (1976-2016). Predict the reactants needed to synthesize the given product. (1) The reactants are: [C:1]([O:5][C:6]([NH:8][C@@H:9]1[CH2:13][CH2:12][NH:11][CH2:10]1)=[O:7])([CH3:4])([CH3:3])[CH3:2].Br[C:15]1[CH:20]=[CH:19][C:18]([CH3:21])=[C:17]([F:22])[CH:16]=1. Given the product [C:1]([O:5][C:6](=[O:7])[NH:8][C@@H:9]1[CH2:13][CH2:12][N:11]([C:15]2[CH:20]=[CH:19][C:18]([CH3:21])=[C:17]([F:22])[CH:16]=2)[CH2:10]1)([CH3:4])([CH3:2])[CH3:3], predict the reactants needed to synthesize it. (2) Given the product [C:1]([N:4]1[CH:10]([CH3:11])[CH2:9][C:8]2[CH:12]=[C:13]([Cl:16])[CH:14]=[CH:15][C:7]=2[C:6]([C:17]2[CH:22]=[CH:21][C:20]([NH2:23])=[C:19]([CH3:26])[CH:18]=2)=[N:5]1)(=[O:3])[CH3:2], predict the reactants needed to synthesize it. The reactants are: [C:1]([N:4]1[CH:10]([CH3:11])[CH2:9][C:8]2[CH:12]=[C:13]([Cl:16])[CH:14]=[CH:15][C:7]=2[C:6]([C:17]2[CH:22]=[CH:21][C:20]([N+:23]([O-])=O)=[C:19]([CH3:26])[CH:18]=2)=[N:5]1)(=[O:3])[CH3:2].O.NN. (3) Given the product [Cl:20][C:14]1[N:13]=[N:12][C:11]([NH:4][C:3]2[CH:5]=[CH:6][C:7]([I:9])=[CH:8][C:2]=2[F:1])=[C:16]([C:17]([OH:19])=[O:18])[CH:15]=1, predict the reactants needed to synthesize it. The reactants are: [F:1][C:2]1[CH:8]=[C:7]([I:9])[CH:6]=[CH:5][C:3]=1[NH2:4].Cl[C:11]1[N:12]=[N:13][C:14]([Cl:20])=[CH:15][C:16]=1[C:17]([OH:19])=[O:18].[Li+].C[Si]([N-][Si](C)(C)C)(C)C. (4) Given the product [OH:3][C:4]1[N:21]=[CH:19][N:20]=[C:6]([C:7]([OH:9])=[O:8])[CH:5]=1, predict the reactants needed to synthesize it. The reactants are: C([O:3][C:4](=O)/[C:5](/[O-])=[CH:6]/[C:7]([O:9]CC)=[O:8])C.[Na+].C(O)(=O)C.[CH:19](=[NH:21])[NH2:20].[OH-].[Na+].